This data is from Forward reaction prediction with 1.9M reactions from USPTO patents (1976-2016). The task is: Predict the product of the given reaction. (1) Given the reactants [Br:1][C:2]1[C:17]([CH2:18][N:19]2[CH2:24][CH2:23][O:22][CH2:21][CH2:20]2)=[CH:16][C:5]([C:6]([O:8]CC2C=CC=CC=2)=[O:7])=[C:4]([O:25][CH2:26][C:27]2[CH:32]=[CH:31][CH:30]=[CH:29][CH:28]=2)[CH:3]=1.[OH-].[Li+].O.Cl, predict the reaction product. The product is: [Br:1][C:2]1[C:17]([CH2:18][N:19]2[CH2:20][CH2:21][O:22][CH2:23][CH2:24]2)=[CH:16][C:5]([C:6]([OH:8])=[O:7])=[C:4]([O:25][CH2:26][C:27]2[CH:32]=[CH:31][CH:30]=[CH:29][CH:28]=2)[CH:3]=1. (2) Given the reactants [C:1]([CH2:4][CH2:5][C:6]1[C:11](=[O:12])[N:10]([C:13]2[CH:18]=[CH:17][CH:16]=[C:15]([NH:19][C:20]([NH:22][C:23]3[CH:28]=[CH:27][CH:26]=[CH:25][C:24]=3[O:29][CH3:30])=[O:21])[CH:14]=2)[C:9]2[N:31]=[CH:32][CH:33]=[CH:34][C:8]=2[N:7]=1)([OH:3])=[O:2].[CH2:35](O)[CH3:36], predict the reaction product. The product is: [CH2:35]([O:2][C:1]([CH2:4][CH2:5][C:6]1[C:11](=[O:12])[N:10]([C:13]2[CH:18]=[CH:17][CH:16]=[C:15]([NH:19][C:20]([NH:22][C:23]3[CH:28]=[CH:27][CH:26]=[CH:25][C:24]=3[O:29][CH3:30])=[O:21])[CH:14]=2)[C:9]2[N:31]=[CH:32][CH:33]=[CH:34][C:8]=2[N:7]=1)=[O:3])[CH3:36]. (3) The product is: [NH2:1][C:2]1[N:10]=[C:9]2[C:5]([N:6]=[C:7]([Cl:30])[N:8]2[C@H:11]2[C@:12]([CH3:20])([OH:13])[C@H:14]([OH:15])[C@@H:16]([CH2:18][OH:19])[O:17]2)=[C:4]([O:21][CH3:22])[N:3]=1. Given the reactants [NH2:1][C:2]1[N:10]=[C:9]2[C:5]([N:6]=[CH:7][N:8]2[C@@H:11]2[O:17][C@H:16]([CH2:18][OH:19])[C@@H:14]([OH:15])[C@@:12]2([CH3:20])[OH:13])=[C:4]([O:21][CH3:22])[N:3]=1.C1C(=O)N([Cl:30])C(=O)C1, predict the reaction product. (4) Given the reactants C[O:2][C:3]([C@@:5]12[CH2:14][N:13]([S:15]([C:18]3[CH:23]=[CH:22][CH:21]=[C:20](Br)[CH:19]=3)(=[O:17])=[O:16])[CH2:12][CH2:11][C:10]1=[CH:9][C:8]1[N:25]([C:28]3[CH:33]=[CH:32][C:31]([F:34])=[CH:30][CH:29]=3)[N:26]=[CH:27][C:7]=1[CH2:6]2)=[O:4].[NH:35]1[CH2:39][CH2:38][CH2:37][CH2:36]1, predict the reaction product. The product is: [F:34][C:31]1[CH:30]=[CH:29][C:28]([N:25]2[C:8]3[CH:9]=[C:10]4[C@:5]([C:3]([OH:2])=[O:4])([CH2:6][C:7]=3[CH:27]=[N:26]2)[CH2:14][N:13]([S:15]([C:18]2[CH:23]=[CH:22][CH:21]=[C:20]([N:35]3[CH2:39][CH2:38][CH2:37][CH2:36]3)[CH:19]=2)(=[O:16])=[O:17])[CH2:12][CH2:11]4)=[CH:33][CH:32]=1. (5) Given the reactants [CH3:1][N:2]1[CH2:7][CH2:6][N:5]([C:8](=[O:22])[CH2:9][CH2:10][C:11]2[C:19]3[CH2:18][CH2:17][CH2:16][CH2:15][C:14]=3[NH:13][C:12]=2[CH:20]=O)[CH2:4][CH2:3]1.[CH2:23]([S:25]([C:28]1[CH:29]=[C:30]2[C:34](=[CH:35][CH:36]=1)[NH:33][C:32](=[O:37])[CH2:31]2)(=[O:27])=[O:26])[CH3:24], predict the reaction product. The product is: [CH2:23]([S:25]([C:28]1[CH:29]=[C:30]2[C:34](=[CH:35][CH:36]=1)[NH:33][C:32](=[O:37])/[C:31]/2=[CH:20]\[C:12]1[NH:13][C:14]2[CH2:15][CH2:16][CH2:17][CH2:18][C:19]=2[C:11]=1[CH2:10][CH2:9][C:8]([N:5]1[CH2:6][CH2:7][N:2]([CH3:1])[CH2:3][CH2:4]1)=[O:22])(=[O:26])=[O:27])[CH3:24]. (6) Given the reactants O(CCCC(O)=O)C1C=CC=CC=1.[N:14]1[C:23]2[C:22]3[CH:24]=[CH:25][CH:26]=[CH:27][C:21]=3[O:20][CH2:19][CH2:18][C:17]=2[S:16][C:15]=1[C:28]([OH:30])=O.[OH-].[Na+].[Cl:33][C:34]1[CH:41]=[CH:40][CH:39]=[CH:38][C:35]=1[NH:36][CH3:37], predict the reaction product. The product is: [Cl:33][C:34]1[CH:41]=[CH:40][CH:39]=[CH:38][C:35]=1[N:36]([CH3:37])[C:28]([C:15]1[S:16][C:17]2[CH2:18][CH2:19][O:20][C:21]3[CH:27]=[CH:26][CH:25]=[CH:24][C:22]=3[C:23]=2[N:14]=1)=[O:30].